Dataset: Reaction yield outcomes from USPTO patents with 853,638 reactions. Task: Predict the reaction yield, written as a fraction of the theoretical maximum amount of product (1.0 means a 100% yield; for example, 0.34 means a 34% yield). (1) The reactants are [N:1]1[CH:6]=[CH:5][C:4]([C:7]2[C:8]([C:12]3[CH:13]=[C:14]([NH:18][C:19]([NH:21][C:22]4[CH:27]=[CH:26][C:25]([C:28]([F:31])([F:30])[F:29])=[CH:24][CH:23]=4)=[O:20])[CH:15]=[CH:16][CH:17]=3)=[N:9][NH:10][CH:11]=2)=[CH:3][CH:2]=1.C1COCC1.Cl[C:38]([O:40][CH2:41][CH3:42])=[O:39]. No catalyst specified. The product is [CH2:41]([O:40][C:38]([N:10]1[CH:11]=[C:7]([C:4]2[CH:5]=[CH:6][N:1]=[CH:2][CH:3]=2)[C:8]([C:12]2[CH:17]=[CH:16][CH:15]=[C:14]([NH:18][C:19]([NH:21][C:22]3[CH:27]=[CH:26][C:25]([C:28]([F:31])([F:30])[F:29])=[CH:24][CH:23]=3)=[O:20])[CH:13]=2)=[N:9]1)=[O:39])[CH3:42]. The yield is 0.770. (2) The reactants are [CH2:1]([O:3][C:4](=[O:22])[CH2:5][N:6]1[C:11](C)=[CH:10][N:9]=[C:8]([NH:13][CH2:14][CH2:15][CH:16]2[CH2:20][CH2:19][CH2:18][NH:17]2)[C:7]1=[O:21])[CH3:2].[CH:23]1([CH:26]=O)[CH2:25][CH2:24]1.[CH2:28](N(CC)CC)C.ClC(Cl)C. The catalyst is C(Cl)Cl. The product is [CH2:1]([O:3][C:4](=[O:22])[CH2:5][N:6]1[CH:11]=[C:10]([CH3:28])[N:9]=[C:8]([NH:13][CH2:14][CH2:15][CH:16]2[CH2:20][CH2:19][CH2:18][N:17]2[CH2:26][CH:23]2[CH2:24][CH2:25]2)[C:7]1=[O:21])[CH3:2]. The yield is 0.580. (3) The reactants are [O:1]1[CH2:3][CH:2]1[CH2:4][N:5]([CH2:15][CH:16]1[CH2:18][O:17]1)[S:6]([C:9]1[CH:14]=[CH:13][CH:12]=[CH:11][CH:10]=1)(=[O:8])=[O:7].S(=O)(=O)(O)[OH:20].[Cl-].[Na+]. The catalyst is O1CCCC1. The product is [OH:17][CH2:18][C@H:16]1[O:20][C@@H:2]([CH2:3][OH:1])[CH2:4][N:5]([S:6]([C:9]2[CH:10]=[CH:11][CH:12]=[CH:13][CH:14]=2)(=[O:7])=[O:8])[CH2:15]1. The yield is 0.250. (4) The reactants are [F:1][C:2]1[CH:3]=[C:4]([N+:12]([O-:14])=[O:13])[C:5]([CH3:11])=[C:6]([CH:10]=1)[C:7]([OH:9])=[O:8].O=S(Cl)Cl.[CH3:19]O. No catalyst specified. The product is [F:1][C:2]1[CH:3]=[C:4]([N+:12]([O-:14])=[O:13])[C:5]([CH3:11])=[C:6]([CH:10]=1)[C:7]([O:9][CH3:19])=[O:8]. The yield is 0.250. (5) The reactants are [OH-].[Na+].C[O:4][C:5](=[O:41])[CH2:6][C:7]1[CH:8]=[N:9][CH:10]=[C:11]([C:13]2[CH:18]=[CH:17][C:16]([C:19]([CH2:38][CH3:39])([C:22]3[CH:27]=[CH:26][C:25]([C:28]#[C:29][C:30]4([OH:36])[CH2:35][CH2:34][S:33][CH2:32][CH2:31]4)=[C:24]([CH3:37])[CH:23]=3)[CH2:20][CH3:21])=[CH:15][C:14]=2[CH3:40])[CH:12]=1. The catalyst is CO.O1CCCC1. The product is [CH2:20]([C:19]([C:16]1[CH:17]=[CH:18][C:13]([C:11]2[CH:12]=[C:7]([CH2:6][C:5]([OH:41])=[O:4])[CH:8]=[N:9][CH:10]=2)=[C:14]([CH3:40])[CH:15]=1)([C:22]1[CH:27]=[CH:26][C:25]([C:28]#[C:29][C:30]2([OH:36])[CH2:31][CH2:32][S:33][CH2:34][CH2:35]2)=[C:24]([CH3:37])[CH:23]=1)[CH2:38][CH3:39])[CH3:21]. The yield is 0.450. (6) The reactants are [C:1]([O:5][C:6]([N:8]1[CH2:14][C:11]2([CH2:13][CH2:12]2)[CH2:10][C@H:9]1[C:15]([OH:17])=O)=[O:7])([CH3:4])([CH3:3])[CH3:2].Cl.[F:19][C:20]([F:36])([F:35])[C:21]1[N:26]=[CH:25][C:24]([C:27]2[N:32]=[CH:31][N:30]=[C:29]([CH2:33][NH2:34])[CH:28]=2)=[CH:23][CH:22]=1.C(P1(=O)OP(=O)(CCC)OP(=O)(CCC)O1)CC.C(N(CC)C(C)C)(C)C. The catalyst is C(OCC)(=O)C. The product is [F:36][C:20]([F:19])([F:35])[C:21]1[N:26]=[CH:25][C:24]([C:27]2[N:32]=[CH:31][N:30]=[C:29]([CH2:33][NH:34][C:15]([C@@H:9]3[CH2:10][C:11]4([CH2:12][CH2:13]4)[CH2:14][N:8]3[C:6]([O:5][C:1]([CH3:2])([CH3:3])[CH3:4])=[O:7])=[O:17])[CH:28]=2)=[CH:23][CH:22]=1. The yield is 0.760. (7) The reactants are [CH2:1]([O:3][C:4]([C:6]1[CH:11]=[CH:10][CH:9]=[CH:8][C:7]=1[NH:12][C:13]([N:15]1[CH2:20][CH2:19][N:18]([C:21]([O:23][C:24]([CH3:27])([CH3:26])[CH3:25])=[O:22])[CH2:17][CH:16]1[CH2:28]O)=[O:14])=[O:5])[CH3:2].C1CCN2C(=NCCC2)CC1.CS(Cl)(=O)=O.O. The catalyst is ClCCl. The product is [CH2:1]([O:3][C:4]([C:6]1[CH:11]=[CH:10][CH:9]=[CH:8][C:7]=1[N:12]1[CH2:28][CH:16]2[CH2:17][N:18]([C:21]([O:23][C:24]([CH3:25])([CH3:27])[CH3:26])=[O:22])[CH2:19][CH2:20][N:15]2[C:13]1=[O:14])=[O:5])[CH3:2]. The yield is 0.910.